From a dataset of NCI-60 drug combinations with 297,098 pairs across 59 cell lines. Regression. Given two drug SMILES strings and cell line genomic features, predict the synergy score measuring deviation from expected non-interaction effect. (1) Drug 1: CCCCCOC(=O)NC1=NC(=O)N(C=C1F)C2C(C(C(O2)C)O)O. Drug 2: COCCOC1=C(C=C2C(=C1)C(=NC=N2)NC3=CC=CC(=C3)C#C)OCCOC.Cl. Cell line: NCIH23. Synergy scores: CSS=-4.12, Synergy_ZIP=6.31, Synergy_Bliss=-0.891, Synergy_Loewe=-3.62, Synergy_HSA=-2.93. (2) Drug 1: C1=NC2=C(N1)C(=S)N=C(N2)N. Drug 2: CC1=C2C(C(=O)C3(C(CC4C(C3C(C(C2(C)C)(CC1OC(=O)C(C(C5=CC=CC=C5)NC(=O)OC(C)(C)C)O)O)OC(=O)C6=CC=CC=C6)(CO4)OC(=O)C)O)C)O. Cell line: PC-3. Synergy scores: CSS=22.0, Synergy_ZIP=-15.2, Synergy_Bliss=-9.84, Synergy_Loewe=-11.1, Synergy_HSA=-6.63. (3) Drug 1: CS(=O)(=O)CCNCC1=CC=C(O1)C2=CC3=C(C=C2)N=CN=C3NC4=CC(=C(C=C4)OCC5=CC(=CC=C5)F)Cl. Drug 2: C1CN(P(=O)(OC1)NCCCl)CCCl. Cell line: HS 578T. Synergy scores: CSS=-2.24, Synergy_ZIP=3.64, Synergy_Bliss=0.0817, Synergy_Loewe=-3.58, Synergy_HSA=-4.14. (4) Drug 1: C1=NNC2=C1C(=O)NC=N2. Drug 2: C1C(C(OC1N2C=NC3=C2NC=NCC3O)CO)O. Cell line: HS 578T. Synergy scores: CSS=0.505, Synergy_ZIP=1.43, Synergy_Bliss=1.58, Synergy_Loewe=-2.22, Synergy_HSA=-1.20.